From a dataset of NCI-60 drug combinations with 297,098 pairs across 59 cell lines. Regression. Given two drug SMILES strings and cell line genomic features, predict the synergy score measuring deviation from expected non-interaction effect. (1) Drug 1: C1CCC(C1)C(CC#N)N2C=C(C=N2)C3=C4C=CNC4=NC=N3. Drug 2: C1=NC2=C(N=C(N=C2N1C3C(C(C(O3)CO)O)F)Cl)N. Cell line: SK-OV-3. Synergy scores: CSS=14.6, Synergy_ZIP=-6.00, Synergy_Bliss=-4.71, Synergy_Loewe=-26.1, Synergy_HSA=-4.46. (2) Drug 1: C(CC(=O)O)C(=O)CN.Cl. Drug 2: C(CCl)NC(=O)N(CCCl)N=O. Cell line: UACC62. Synergy scores: CSS=4.69, Synergy_ZIP=-0.805, Synergy_Bliss=4.63, Synergy_Loewe=-3.99, Synergy_HSA=3.57. (3) Drug 1: C1=NC2=C(N1)C(=S)N=CN2. Drug 2: COCCOC1=C(C=C2C(=C1)C(=NC=N2)NC3=CC=CC(=C3)C#C)OCCOC.Cl. Cell line: CAKI-1. Synergy scores: CSS=26.9, Synergy_ZIP=-5.10, Synergy_Bliss=-3.65, Synergy_Loewe=-20.0, Synergy_HSA=-1.50.